From a dataset of Experimentally validated miRNA-target interactions with 360,000+ pairs, plus equal number of negative samples. Binary Classification. Given a miRNA mature sequence and a target amino acid sequence, predict their likelihood of interaction. The miRNA is mmu-miR-184-3p with sequence UGGACGGAGAACUGAUAAGGGU. The protein sequence of the target gene is MTEEVIVIAKWDYTAQQDQELDIRKNERLWLLDDSKTWWRVRNAANRTGYVPSNYVERKNSLKKGSLVKNLKDTLGLGKTRRKPSARDASPTPSTDAEYPANGSGADRIYDLNIPAFVKFAYVAEREDELSLVKGSRVTVMEKCSDGWWRGSFNGQIGWFPSNYVLEEADEAAAEAPSFLSLRRGTALSNGQGARVLHVVQTLYPFSSVTEEELSFEKGETMEVIEKPENDPEWWKCKNARGQVGLVPKNYVVVLSDGPALHPAHTPQISYTGPSASGRFAGREWYYGNVTRHQAECALN.... Result: 0 (no interaction).